Dataset: NCI-60 drug combinations with 297,098 pairs across 59 cell lines. Task: Regression. Given two drug SMILES strings and cell line genomic features, predict the synergy score measuring deviation from expected non-interaction effect. (1) Cell line: HS 578T. Drug 1: CC1=C2C(C(=O)C3(C(CC4C(C3C(C(C2(C)C)(CC1OC(=O)C(C(C5=CC=CC=C5)NC(=O)C6=CC=CC=C6)O)O)OC(=O)C7=CC=CC=C7)(CO4)OC(=O)C)O)C)OC(=O)C. Drug 2: CC1CCCC2(C(O2)CC(NC(=O)CC(C(C(=O)C(C1O)C)(C)C)O)C(=CC3=CSC(=N3)C)C)C. Synergy scores: CSS=71.3, Synergy_ZIP=0.272, Synergy_Bliss=-0.439, Synergy_Loewe=-3.99, Synergy_HSA=1.19. (2) Drug 1: CC1C(C(=O)NC(C(=O)N2CCCC2C(=O)N(CC(=O)N(C(C(=O)O1)C(C)C)C)C)C(C)C)NC(=O)C3=C4C(=C(C=C3)C)OC5=C(C(=O)C(=C(C5=N4)C(=O)NC6C(OC(=O)C(N(C(=O)CN(C(=O)C7CCCN7C(=O)C(NC6=O)C(C)C)C)C)C(C)C)C)N)C. Drug 2: CC1=C(C=C(C=C1)C(=O)NC2=CC(=CC(=C2)C(F)(F)F)N3C=C(N=C3)C)NC4=NC=CC(=N4)C5=CN=CC=C5. Cell line: KM12. Synergy scores: CSS=-0.710, Synergy_ZIP=14.7, Synergy_Bliss=12.2, Synergy_Loewe=6.30, Synergy_HSA=6.22. (3) Drug 1: C1CN1P(=S)(N2CC2)N3CC3. Drug 2: C1=NC2=C(N1)C(=S)N=CN2. Cell line: RXF 393. Synergy scores: CSS=31.2, Synergy_ZIP=-4.91, Synergy_Bliss=-2.37, Synergy_Loewe=-25.0, Synergy_HSA=-2.81.